From a dataset of Full USPTO retrosynthesis dataset with 1.9M reactions from patents (1976-2016). Predict the reactants needed to synthesize the given product. (1) Given the product [C:1]([O:5][C:6]([N:8]1[C:17]2[C:12](=[CH:13][C:14]([C:18](=[O:19])[NH:59][C:56]3[CH:57]=[CH:58][C:53]([C:52]([O:51][CH2:49][CH3:50])=[O:60])=[CH:54][CH:55]=3)=[CH:15][CH:16]=2)[N:11]([S:21]([C:24]2[CH:29]=[C:28]([Cl:30])[CH:27]=[CH:26][C:25]=2[O:31][CH3:32])(=[O:23])=[O:22])[CH2:10][CH2:9]1)=[O:7])([CH3:4])([CH3:3])[CH3:2], predict the reactants needed to synthesize it. The reactants are: [C:1]([O:5][C:6]([N:8]1[C:17]2[C:12](=[CH:13][C:14]([C:18](O)=[O:19])=[CH:15][CH:16]=2)[N:11]([S:21]([C:24]2[CH:29]=[C:28]([Cl:30])[CH:27]=[CH:26][C:25]=2[O:31][CH3:32])(=[O:23])=[O:22])[CH2:10][CH2:9]1)=[O:7])([CH3:4])([CH3:3])[CH3:2].C(N(CC)CC)C.N1C(Cl)=NC(Cl)=NC=1Cl.[CH2:49]([O:51][C:52](=[O:60])[C:53]1[CH:58]=[CH:57][C:56]([NH2:59])=[CH:55][CH:54]=1)[CH3:50]. (2) Given the product [Cl:1][C:2]1[CH:7]=[CH:6][CH:5]=[CH:4][C:3]=1[C@H:8]([O:10][C:11]1[CH:15]=[C:14]([N:16]2[C:20]3[CH:21]=[CH:22][C:23]([C:25]4[CH:30]=[CH:29][N:28]=[C:27]([NH:45][CH2:44][CH2:43][CH2:42][N:39]5[CH2:38][CH2:37][N:36]([CH3:35])[CH2:41][CH2:40]5)[CH:26]=4)=[CH:24][C:19]=3[N:18]=[CH:17]2)[S:13][C:12]=1[C:32]([NH2:34])=[O:33])[CH3:9], predict the reactants needed to synthesize it. The reactants are: [Cl:1][C:2]1[CH:7]=[CH:6][CH:5]=[CH:4][C:3]=1[C@H:8]([O:10][C:11]1[CH:15]=[C:14]([N:16]2[C:20]3[CH:21]=[CH:22][C:23]([C:25]4[CH:30]=[CH:29][N:28]=[C:27](F)[CH:26]=4)=[CH:24][C:19]=3[N:18]=[CH:17]2)[S:13][C:12]=1[C:32]([NH2:34])=[O:33])[CH3:9].[CH3:35][N:36]1[CH2:41][CH2:40][N:39]([CH2:42][CH2:43][CH2:44][NH2:45])[CH2:38][CH2:37]1.